From a dataset of Forward reaction prediction with 1.9M reactions from USPTO patents (1976-2016). Predict the product of the given reaction. (1) Given the reactants Cl[C:2]1[O:3][C:4]([N:9]2[CH2:14][CH2:13][O:12][CH2:11][CH2:10]2)=[CH:5][C:6](=[O:8])[CH:7]=1.[CH3:15][O:16][C:17]([C:19]1[CH:20]=[C:21](B(O)O)[CH:22]=[CH:23][CH:24]=1)=[O:18].C(=O)([O-])[O-].[K+].[K+].N#N, predict the reaction product. The product is: [CH3:15][O:16][C:17](=[O:18])[C:19]1[CH:20]=[CH:21][CH:22]=[C:23]([C:2]2[O:3][C:4]([N:9]3[CH2:14][CH2:13][O:12][CH2:11][CH2:10]3)=[CH:5][C:6](=[O:8])[CH:7]=2)[CH:24]=1. (2) Given the reactants [OH-].[Na+:2].[C:3]([C:6]1[CH:7]=[CH:8][C:9]([C:12]2[CH:13]=[C:14]3[C:48](=[CH:49][CH:50]=2)[O:47][C:17]2([CH2:22][CH2:21][N:20]([C:23]([C:25]4[CH:30]=[C:29]([O:31][CH2:32][CH3:33])[C:28]([C:34]5[CH:39]=[CH:38][C:37]([C:40]([O:42]C)=[O:41])=[CH:36][CH:35]=5)=[C:27]([O:44][CH2:45][CH3:46])[CH:26]=4)=[O:24])[CH2:19][CH2:18]2)[CH2:16][C:15]3=[O:51])=[N:10][CH:11]=1)(=[O:5])[NH2:4].CO, predict the reaction product. The product is: [C:3]([C:6]1[CH:7]=[CH:8][C:9]([C:12]2[CH:13]=[C:14]3[C:48](=[CH:49][CH:50]=2)[O:47][C:17]2([CH2:22][CH2:21][N:20]([C:23]([C:25]4[CH:26]=[C:27]([O:44][CH2:45][CH3:46])[C:28]([C:34]5[CH:39]=[CH:38][C:37]([C:40]([O-:42])=[O:41])=[CH:36][CH:35]=5)=[C:29]([O:31][CH2:32][CH3:33])[CH:30]=4)=[O:24])[CH2:19][CH2:18]2)[CH2:16][C:15]3=[O:51])=[N:10][CH:11]=1)(=[O:5])[NH2:4].[Na+:2].